Dataset: Forward reaction prediction with 1.9M reactions from USPTO patents (1976-2016). Task: Predict the product of the given reaction. (1) Given the reactants [NH2:1][C:2]1[C:19]([OH:20])=[CH:18][C:5]2[CH2:6][CH2:7][N:8](C(OC(C)(C)C)=O)[CH2:9][CH2:10][C:4]=2[CH:3]=1.[C:21](Cl)(=O)[CH2:22][CH2:23][CH3:24], predict the reaction product. The product is: [CH2:22]([C:21]1[O:20][C:19]2[C:2]([N:1]=1)=[CH:3][C:4]1[CH2:10][CH2:9][NH:8][CH2:7][CH2:6][C:5]=1[CH:18]=2)[CH2:23][CH3:24]. (2) Given the reactants [F:1][C:2]1[CH:7]=[CH:6][C:5]([CH2:8][C:9]2[CH:18]=[C:17]3[C:12]([C:13]([OH:28])=[C:14]([C:24]([NH:26][CH3:27])=[O:25])[C:15](=[O:23])[N:16]3[CH2:19][C:20](O)=[O:21])=[N:11][CH:10]=2)=[CH:4][CH:3]=1.[CH3:29][NH2:30], predict the reaction product. The product is: [F:1][C:2]1[CH:7]=[CH:6][C:5]([CH2:8][C:9]2[CH:18]=[C:17]3[C:12]([C:13]([OH:28])=[C:14]([C:24]([NH:26][CH3:27])=[O:25])[C:15](=[O:23])[N:16]3[CH2:19][C:20]([NH:30][CH3:29])=[O:21])=[N:11][CH:10]=2)=[CH:4][CH:3]=1. (3) Given the reactants [Br:1][C:2]1[CH:3]=[C:4]([CH:15]=[CH:16][CH:17]=1)[CH2:5][C:6]1[O:10][C:9]([C:11](OC)=[O:12])=[CH:8][CH:7]=1.[AlH4-].[Li+].CCOCC.[O-]S([O-])(=O)=O.[Na+].[Na+], predict the reaction product. The product is: [Br:1][C:2]1[CH:3]=[C:4]([CH:15]=[CH:16][CH:17]=1)[CH2:5][C:6]1[O:10][C:9]([CH2:11][OH:12])=[CH:8][CH:7]=1. (4) Given the reactants [CH3:1][O:2][CH2:3][CH2:4][O:5][C:6]1[CH:12]=[CH:11][C:9]([NH2:10])=[CH:8][CH:7]=1.C(OC(=O)C)(=O)C.[N+:20]([O-])([OH:22])=[O:21], predict the reaction product. The product is: [CH3:1][O:2][CH2:3][CH2:4][O:5][C:6]1[CH:12]=[CH:11][C:9]([NH2:10])=[C:8]([N+:20]([O-:22])=[O:21])[CH:7]=1. (5) Given the reactants [Li+].[Cl-].[CH3:3][N:4]1[C:12](=[O:13])[C:11]2[N:10]([CH3:14])[CH:9]=[N:8][C:7]=2[N:6]([CH3:15])[C:5]1=[O:16].[Cl:17][C:18]1[CH:23]=[CH:22][C:21](I)=[CH:20][CH:19]=1, predict the reaction product. The product is: [Cl:17][C:18]1[CH:23]=[CH:22][C:21]([C:9]2[N:10]([CH3:14])[C:11]3[C:12](=[O:13])[N:4]([CH3:3])[C:5](=[O:16])[N:6]([CH3:15])[C:7]=3[N:8]=2)=[CH:20][CH:19]=1. (6) Given the reactants [CH3:1][N:2]([C:22]1[CH:27]=[CH:26][C:25]([NH:28][C:29]([NH:31][C:32]2[CH:37]=[CH:36][CH:35]=[CH:34][CH:33]=2)=[O:30])=[CH:24][CH:23]=1)[S:3]([C:6]1[S:7][C:8]([C:11]2[N:15](C3CCCCO3)[N:14]=[CH:13][CH:12]=2)=[CH:9][CH:10]=1)(=[O:5])=[O:4].Cl.C([O-])(O)=O.[Na+], predict the reaction product. The product is: [CH3:1][N:2]([C:22]1[CH:27]=[CH:26][C:25]([NH:28][C:29]([NH:31][C:32]2[CH:37]=[CH:36][CH:35]=[CH:34][CH:33]=2)=[O:30])=[CH:24][CH:23]=1)[S:3]([C:6]1[S:7][C:8]([C:11]2[NH:15][N:14]=[CH:13][CH:12]=2)=[CH:9][CH:10]=1)(=[O:5])=[O:4]. (7) Given the reactants [F:1][C:2]1[CH:7]=[CH:6][C:5]([O:8][C:9](=[O:24])[N:10]([C@H:12]2[C@H:16]([C:17]3[CH:22]=[CH:21][C:20]([Cl:23])=[CH:19][CH:18]=3)[CH2:15][NH:14][CH2:13]2)[CH3:11])=[CH:4][CH:3]=1.[CH3:25][C:26]1[CH:27]=[CH:28][C:29]([N:32]2[CH2:37][CH2:36][CH:35]([C:38](O)=[O:39])[CH2:34][CH2:33]2)=[N:30][CH:31]=1.CN(C(ON1N=NC2C=CC=NC1=2)=[N+](C)C)C.F[P-](F)(F)(F)(F)F.CCN(C(C)C)C(C)C, predict the reaction product. The product is: [F:1][C:2]1[CH:7]=[CH:6][C:5]([O:8][C:9](=[O:24])[N:10]([C@H:12]2[C@H:16]([C:17]3[CH:22]=[CH:21][C:20]([Cl:23])=[CH:19][CH:18]=3)[CH2:15][N:14]([C:38]([CH:35]3[CH2:36][CH2:37][N:32]([C:29]4[CH:28]=[CH:27][C:26]([CH3:25])=[CH:31][N:30]=4)[CH2:33][CH2:34]3)=[O:39])[CH2:13]2)[CH3:11])=[CH:4][CH:3]=1.